Dataset: Forward reaction prediction with 1.9M reactions from USPTO patents (1976-2016). Task: Predict the product of the given reaction. (1) The product is: [O:25]1[CH2:29][CH2:28][CH:27]([CH2:30][NH:31][C:7]([C:6]2[N:5]([CH3:10])[N:4]=[C:3]([CH2:11][O:12][CH2:13][C:14]3[CH:23]=[CH:22][C:21]4[C:16](=[CH:17][CH:18]=[CH:19][CH:20]=4)[CH:15]=3)[C:2]=2[Cl:1])=[O:8])[CH2:26]1. Given the reactants [Cl:1][C:2]1[C:3]([CH2:11][O:12][CH2:13][C:14]2[CH:23]=[CH:22][C:21]3[C:16](=[CH:17][CH:18]=[CH:19][CH:20]=3)[CH:15]=2)=[N:4][N:5]([CH3:10])[C:6]=1[C:7](O)=[O:8].Cl.[O:25]1[CH2:29][CH2:28][CH:27]([CH2:30][NH2:31])[CH2:26]1.C(N(CC)CC)C.ON1C2C=CC=CC=2N=N1.Cl.C(N=C=NCCCN(C)C)C, predict the reaction product. (2) Given the reactants [NH:1]1[C:9]2[C:4](=[CH:5][CH:6]=[CH:7][CH:8]=2)[CH2:3][C:2]1=[O:10].[Cl:11][CH:12]([CH3:24])[CH2:13][C:14]1[CH:15]=[C:16]2[C:20](=[CH:21][CH:22]=1)[NH:19][C:18](=[O:23])[CH2:17]2.[CH3:25][O:26][C:27]1[CH:32]=[CH:31][CH:30]=[CH:29][C:28]=1[N:33]1[CH2:38][CH2:37][NH:36][CH2:35][CH2:34]1.C(N(CC)CC)C, predict the reaction product. The product is: [Cl:11][CH:12]([CH3:24])[CH2:13][C:14]1[CH:15]=[C:16]2[C:20](=[CH:21][CH:22]=1)[NH:19][C:18](=[O:23])[CH2:17]2.[ClH:11].[CH3:25][O:26][C:27]1[CH:32]=[CH:31][CH:30]=[CH:29][C:28]=1[N:33]1[CH2:38][CH2:37][N:36]([CH:17]([CH3:16])[C:18]([C:6]2[CH:5]=[C:4]3[C:9](=[CH:8][CH:7]=2)[NH:1][C:2](=[O:10])[CH2:3]3)=[O:23])[CH2:35][CH2:34]1.